Task: Predict the reaction yield, written as a fraction of the theoretical maximum amount of product (1.0 means a 100% yield; for example, 0.34 means a 34% yield).. Dataset: Reaction yield outcomes from USPTO patents with 853,638 reactions (1) The reactants are [Cl:1][C:2]1[CH:3]=[C:4]([CH:9]([C:22]([F:25])([F:24])[F:23])/[CH:10]=[CH:11]/[C:12]2[CH:20]=[CH:19][C:15]([C:16]([OH:18])=O)=[C:14]([CH3:21])[CH:13]=2)[CH:5]=[C:6]([Cl:8])[CH:7]=1.[F:26][C:27]([F:31])([F:30])[CH2:28][NH2:29].O.ON1C2C=CC=CC=2N=N1.Cl.CN(C)CCCN=C=NCC.CCN(C(C)C)C(C)C. The catalyst is CN(C=O)C.O. The product is [Cl:8][C:6]1[CH:5]=[C:4]([CH:9]([C:22]([F:25])([F:24])[F:23])/[CH:10]=[CH:11]/[C:12]2[CH:20]=[CH:19][C:15]([C:16]([NH:29][CH2:28][C:27]([F:31])([F:30])[F:26])=[O:18])=[C:14]([CH3:21])[CH:13]=2)[CH:3]=[C:2]([Cl:1])[CH:7]=1. The yield is 0.500. (2) The reactants are Br[CH2:2]/[CH:3]=[CH:4]/[C:5]([NH:7][C:8]1[CH:9]=[C:10]2[C:15](=[CH:16][C:17]=1[O:18][CH3:19])[N:14]=[CH:13][N:12]=[C:11]2[NH:20][C:21]1[CH:26]=[CH:25][C:24]([F:27])=[C:23]([Cl:28])[CH:22]=1)=[O:6].[O:29]1[CH:36]2[CH:32]([NH:33][CH2:34][CH2:35]2)[CH2:31][CH2:30]1.CCN(C(C)C)C(C)C.O. The catalyst is CC(N(C)C)=O. The product is [Cl:28][C:23]1[CH:22]=[C:21]([NH:20][C:11]2[C:10]3[C:15](=[CH:16][C:17]([O:18][CH3:19])=[C:8]([NH:7][C:5](=[O:6])/[CH:4]=[CH:3]/[CH2:2][N:33]4[CH2:34][CH2:35][CH:36]5[O:29][CH2:30][CH2:31][CH:32]45)[CH:9]=3)[N:14]=[CH:13][N:12]=2)[CH:26]=[CH:25][C:24]=1[F:27]. The yield is 0.234. (3) The reactants are I.[NH2:2][C:3]1[C:4]([C:11]([NH:13][C:14](=[NH:17])SC)=[O:12])=[N:5][C:6]([Cl:10])=[C:7]([NH2:9])[N:8]=1.[OH:18][CH2:19][C:20]1[CH:25]=[CH:24][C:23]([CH2:26][CH2:27][CH2:28][CH2:29][NH2:30])=[CH:22][CH:21]=1. The catalyst is C1COCC1. The product is [ClH:10].[OH:18][CH2:19][C:20]1[CH:25]=[CH:24][C:23]([CH2:26][CH2:27][CH2:28][CH2:29][NH:30][C:14]([NH:13][C:11]([C:4]2[C:3]([NH2:2])=[N:8][C:7]([NH2:9])=[C:6]([Cl:10])[N:5]=2)=[O:12])=[NH:17])=[CH:22][CH:21]=1. The yield is 0.980. (4) The reactants are [C:1]1([C:11]2[CH:20]=[CH:19][C:18]3[C:13](=[CH:14][CH:15]=[C:16]([OH:21])[CH:17]=3)[CH:12]=2)[C:10]2[C:5](=[CH:6][CH:7]=[CH:8][CH:9]=2)[CH:4]=[CH:3][CH:2]=1.N1C=CC=CC=1.ClCCl.[F:31][C:32]([F:45])([F:44])[S:33](O[S:33]([C:32]([F:45])([F:44])[F:31])(=[O:35])=[O:34])(=[O:35])=[O:34]. The catalyst is O. The product is [F:31][C:32]([F:45])([F:44])[S:33]([O:21][C:16]1[CH:17]=[C:18]2[C:13](=[CH:14][CH:15]=1)[CH:12]=[C:11]([C:1]1[C:10]3[C:5](=[CH:6][CH:7]=[CH:8][CH:9]=3)[CH:4]=[CH:3][CH:2]=1)[CH:20]=[CH:19]2)(=[O:35])=[O:34]. The yield is 0.860. (5) The reactants are [O:1]1[CH2:6][CH2:5][CH:4]([NH2:7])[CH2:3][CH2:2]1.[CH:8]([N:21]1[CH:26]=[CH:25][C:24]([C:27]2[CH:32]=[CH:31][N:30]=[C:29](S(C)(=O)=O)[N:28]=2)=[CH:23][C:22]1=[O:37])([C:15]1[CH:20]=[CH:19][CH:18]=[CH:17][CH:16]=1)[C:9]1[CH:14]=[CH:13][CH:12]=[CH:11][CH:10]=1. The catalyst is CC(N(C)C)=O.O. The product is [CH:8]([N:21]1[CH:26]=[CH:25][C:24]([C:27]2[CH:32]=[CH:31][N:30]=[C:29]([NH:7][CH:4]3[CH2:5][CH2:6][O:1][CH2:2][CH2:3]3)[N:28]=2)=[CH:23][C:22]1=[O:37])([C:9]1[CH:14]=[CH:13][CH:12]=[CH:11][CH:10]=1)[C:15]1[CH:20]=[CH:19][CH:18]=[CH:17][CH:16]=1. The yield is 0.570. (6) The reactants are [Cl:1][C:2]1[CH:11]=[CH:10][C:9]([NH2:12])=[C:8]2[C:3]=1[CH:4]=[CH:5][CH:6]=[N:7]2.[CH3:13][S:14]([C:17]1[CH:22]=[CH:21][C:20]([S:23](Cl)(=[O:25])=[O:24])=[C:19]([N+:27]([O-:29])=[O:28])[CH:18]=1)(=[O:16])=[O:15]. The catalyst is CN(C1C=CN=CC=1)C.N1C=CC=CC=1. The product is [Cl:1][C:2]1[CH:11]=[CH:10][C:9]([NH:12][S:23]([C:20]2[CH:21]=[CH:22][C:17]([S:14]([CH3:13])(=[O:16])=[O:15])=[CH:18][C:19]=2[N+:27]([O-:29])=[O:28])(=[O:24])=[O:25])=[C:8]2[C:3]=1[CH:4]=[CH:5][CH:6]=[N:7]2. The yield is 0.600. (7) The reactants are [CH3:1][C:2]1[CH2:7][CH2:6][CH2:5][C:4]([CH3:9])([CH3:8])[C:3]=1[CH:10]=O.[F:12][C:13]([F:22])([F:21])[C:14]1[CH:15]=[C:16]([CH:18]=[CH:19][CH:20]=1)[NH2:17].C(O)(=O)C.C([BH3-])#N.[Na+]. The catalyst is CO. The product is [F:12][C:13]([F:21])([F:22])[C:14]1[CH:15]=[C:16]([CH:18]=[CH:19][CH:20]=1)[NH:17][CH2:10][C:3]1[C:4]([CH3:9])([CH3:8])[CH2:5][CH2:6][CH2:7][C:2]=1[CH3:1]. The yield is 0.670.